This data is from Catalyst prediction with 721,799 reactions and 888 catalyst types from USPTO. The task is: Predict which catalyst facilitates the given reaction. (1) Reactant: [F:1][C:2]([F:30])([F:29])[C@@H:3]([NH:20][C@H:21]([C:26](O)=[O:27])[CH2:22][CH:23]([CH3:25])[CH3:24])[C:4]1[CH:9]=[CH:8][C:7]([C:10]2[CH:15]=[CH:14][C:13]([S:16]([CH3:19])(=[O:18])=[O:17])=[CH:12][CH:11]=2)=[CH:6][CH:5]=1.[NH2:31][CH:32]1[CH2:38][CH2:37][CH2:36][N:35]([C:39]([O:41][CH2:42][C:43]2[CH:48]=[CH:47][CH:46]=[CH:45][CH:44]=2)=[O:40])[CH2:34][CH:33]1[OH:49].CCN(CC)CC.C([O-])(O)=O.[Na+].[OH-].[Na+]. Product: [OH:49][CH:33]1[CH:32]([NH:31][C:26](=[O:27])[C@H:21]([CH2:22][CH:23]([CH3:24])[CH3:25])[NH:20][C@@H:3]([C:4]2[CH:5]=[CH:6][C:7]([C:10]3[CH:15]=[CH:14][C:13]([S:16]([CH3:19])(=[O:17])=[O:18])=[CH:12][CH:11]=3)=[CH:8][CH:9]=2)[C:2]([F:29])([F:30])[F:1])[CH2:38][CH2:37][CH2:36][N:35]([C:39]([O:41][CH2:42][C:43]2[CH:48]=[CH:47][CH:46]=[CH:45][CH:44]=2)=[O:40])[CH2:34]1. The catalyst class is: 215. (2) Reactant: [CH:1]([C:3]1[CH:10]=[CH:9][C:6]([C:7]#[N:8])=[CH:5][CH:4]=1)=O.COP([CH2:17][C:18](=[O:20])[CH3:19])(=O)OC.C([O-])([O-])=O.[K+].[K+]. Product: [O:20]=[C:18]([CH3:19])/[CH:17]=[CH:1]/[C:3]1[CH:10]=[CH:9][C:6]([C:7]#[N:8])=[CH:5][CH:4]=1. The catalyst class is: 6.